Dataset: Reaction yield outcomes from USPTO patents with 853,638 reactions. Task: Predict the reaction yield, written as a fraction of the theoretical maximum amount of product (1.0 means a 100% yield; for example, 0.34 means a 34% yield). (1) The reactants are [CH3:1][C:2]1[CH:7]=[CH:6][C:5]([S:8]([O:11][CH2:12][CH:13]2[CH2:17][C:16]3[CH:18]=[CH:19][CH:20]=[C:21](Br)[C:15]=3[O:14]2)(=[O:10])=[O:9])=[CH:4][CH:3]=1.[CH3:23][C:24]1[CH:29]=[CH:28][CH:27]=[C:26]([CH3:30])[C:25]=1B(O)O.C(=O)([O-])[O-].[K+].[K+].CC1C=CC(S(OCC2CC3C(C4C=CC=CC=4)=CC=CC=3O2)(=O)=O)=CC=1. The catalyst is CC1C=CC=CC=1[P](C1C=CC=CC=1C)([Pd](Cl)(Cl)[P](C1=C(C)C=CC=C1)(C1C=CC=CC=1C)C1C=CC=CC=1C)C1C=CC=CC=1C. The product is [CH3:1][C:2]1[CH:7]=[CH:6][C:5]([S:8]([O:11][CH2:12][CH:13]2[CH2:17][C:16]3[CH:18]=[CH:19][CH:20]=[C:21]([C:25]4[C:26]([CH3:30])=[CH:27][CH:28]=[CH:29][C:24]=4[CH3:23])[C:15]=3[O:14]2)(=[O:10])=[O:9])=[CH:4][CH:3]=1. The yield is 0.180. (2) The reactants are [Br:1][C:2]1[CH:3]=[CH:4][C:5](F)=[C:6]([C:8]([C:10]2([OH:18])[CH2:15][CH2:14][CH:13]([O:16][CH3:17])[CH2:12][CH2:11]2)=[O:9])[CH:7]=1.CC(C)([O-])C.[K+]. The catalyst is O1CCCC1. The product is [Br:1][C:2]1[CH:3]=[CH:4][C:5]2[O:18][C:10]3([CH2:15][CH2:14][CH:13]([O:16][CH3:17])[CH2:12][CH2:11]3)[C:8](=[O:9])[C:6]=2[CH:7]=1. The yield is 0.390. (3) The reactants are [CH3:1][O:2][C:3](=[O:12])[CH2:4][C:5]1[CH:10]=[CH:9][C:8]([Cl:11])=[CH:7][CH:6]=1.[Br:13]N1C(=O)CCC1=O.C(OOC(=O)C1C=CC=CC=1)(=O)C1C=CC=CC=1. The catalyst is C(Cl)(Cl)(Cl)Cl. The product is [CH3:1][O:2][C:3](=[O:12])[CH:4]([Br:13])[C:5]1[CH:10]=[CH:9][C:8]([Cl:11])=[CH:7][CH:6]=1. The yield is 0.630. (4) The reactants are Cl[CH2:2][CH2:3][CH2:4][N:5]1[C:14]2[C:9](=[CH:10][C:11]([F:15])=[CH:12][CH:13]=2)[CH2:8][CH2:7][C:6]1=[O:16].[CH2:17]([O:20][CH:21]1[CH2:26][CH2:25][NH:24][CH2:23][CH2:22]1)[CH2:18][CH3:19].C([O-])([O-])=O.[K+].[K+]. The catalyst is CC#N. The product is [F:15][C:11]1[CH:10]=[C:9]2[C:14](=[CH:13][CH:12]=1)[N:5]([CH2:4][CH2:3][CH2:2][N:24]1[CH2:25][CH2:26][CH:21]([O:20][CH2:17][CH2:18][CH3:19])[CH2:22][CH2:23]1)[C:6](=[O:16])[CH2:7][CH2:8]2. The yield is 0.470. (5) The reactants are [C:1]([O:5][C:6]([NH:8][C@H:9]([C:38]1[CH:43]=[CH:42][CH:41]=[CH:40][CH:39]=1)[CH2:10][N:11]1[C:16](=[O:17])[C:15]([C:18]2[CH:23]=[CH:22][CH:21]=[C:20]([O:24][CH3:25])[C:19]=2[F:26])=[C:14]([CH3:27])[N:13]([CH2:28][C:29]2[C:34](F)=[CH:33][CH:32]=[CH:31][C:30]=2[F:36])[C:12]1=[O:37])=[O:7])([CH3:4])([CH3:3])[CH3:2].[CH3:44][S-:45].[Na+]. The catalyst is CS(C)=O. The product is [C:1]([O:5][C:6]([NH:8][C@H:9]([C:38]1[CH:43]=[CH:42][CH:41]=[CH:40][CH:39]=1)[CH2:10][N:11]1[C:16](=[O:17])[C:15]([C:18]2[CH:23]=[CH:22][CH:21]=[C:20]([O:24][CH3:25])[C:19]=2[F:26])=[C:14]([CH3:27])[N:13]([CH2:28][C:29]2[C:34]([S:45][CH3:44])=[CH:33][CH:32]=[CH:31][C:30]=2[F:36])[C:12]1=[O:37])=[O:7])([CH3:4])([CH3:3])[CH3:2]. The yield is 0.780.